Predict which catalyst facilitates the given reaction. From a dataset of Catalyst prediction with 721,799 reactions and 888 catalyst types from USPTO. Product: [C:1]1([C:19]2[CH:20]=[CH:21][CH:22]=[CH:23][CH:24]=2)[CH:2]=[CH:3][C:4]([C:7]([N:9]2[CH2:10][CH:11]([CH:13]3[CH2:18][CH2:17][NH:16][CH2:15][CH2:14]3)[CH2:12]2)=[O:8])=[CH:5][CH:6]=1. Reactant: [C:1]1([C:19]2[CH:24]=[CH:23][CH:22]=[CH:21][CH:20]=2)[CH:6]=[CH:5][C:4]([C:7]([N:9]2[CH2:12][CH:11]([C:13]3[CH:18]=[CH:17][N:16]=[CH:15][CH:14]=3)[CH2:10]2)=[O:8])=[CH:3][CH:2]=1.Cl. The catalyst class is: 63.